This data is from NCI-60 drug combinations with 297,098 pairs across 59 cell lines. The task is: Regression. Given two drug SMILES strings and cell line genomic features, predict the synergy score measuring deviation from expected non-interaction effect. (1) Drug 1: C1CCC(CC1)NC(=O)N(CCCl)N=O. Drug 2: CC1=C2C(C(=O)C3(C(CC4C(C3C(C(C2(C)C)(CC1OC(=O)C(C(C5=CC=CC=C5)NC(=O)C6=CC=CC=C6)O)O)OC(=O)C7=CC=CC=C7)(CO4)OC(=O)C)O)C)OC(=O)C. Cell line: MALME-3M. Synergy scores: CSS=29.2, Synergy_ZIP=-5.28, Synergy_Bliss=2.13, Synergy_Loewe=-4.30, Synergy_HSA=2.75. (2) Drug 1: COC1=C(C=C2C(=C1)N=CN=C2NC3=CC(=C(C=C3)F)Cl)OCCCN4CCOCC4. Drug 2: C1=CC=C(C(=C1)C(C2=CC=C(C=C2)Cl)C(Cl)Cl)Cl. Cell line: NCI-H322M. Synergy scores: CSS=48.1, Synergy_ZIP=4.31, Synergy_Bliss=6.21, Synergy_Loewe=-9.17, Synergy_HSA=6.03.